This data is from NCI-60 drug combinations with 297,098 pairs across 59 cell lines. The task is: Regression. Given two drug SMILES strings and cell line genomic features, predict the synergy score measuring deviation from expected non-interaction effect. (1) Drug 1: C(=O)(N)NO. Drug 2: N.N.Cl[Pt+2]Cl. Cell line: T-47D. Synergy scores: CSS=24.5, Synergy_ZIP=-7.56, Synergy_Bliss=-0.668, Synergy_Loewe=0.700, Synergy_HSA=0.739. (2) Drug 1: C1C(C(OC1N2C=C(C(=O)NC2=O)F)CO)O. Drug 2: C1=NNC2=C1C(=O)NC=N2. Cell line: EKVX. Synergy scores: CSS=1.18, Synergy_ZIP=-0.0144, Synergy_Bliss=1.86, Synergy_Loewe=0.650, Synergy_HSA=0.376. (3) Drug 1: CS(=O)(=O)C1=CC(=C(C=C1)C(=O)NC2=CC(=C(C=C2)Cl)C3=CC=CC=N3)Cl. Drug 2: B(C(CC(C)C)NC(=O)C(CC1=CC=CC=C1)NC(=O)C2=NC=CN=C2)(O)O. Cell line: K-562. Synergy scores: CSS=8.12, Synergy_ZIP=-3.29, Synergy_Bliss=-1.75, Synergy_Loewe=-0.977, Synergy_HSA=-2.61. (4) Drug 1: C1=NC2=C(N1)C(=S)N=C(N2)N. Drug 2: C1C(C(OC1N2C=C(C(=O)NC2=O)F)CO)O. Cell line: TK-10. Synergy scores: CSS=69.0, Synergy_ZIP=2.55, Synergy_Bliss=2.15, Synergy_Loewe=0.749, Synergy_HSA=6.86. (5) Drug 1: C1=C(C(=O)NC(=O)N1)F. Drug 2: C1CC(=O)NC(=O)C1N2C(=O)C3=CC=CC=C3C2=O. Cell line: NCI-H460. Synergy scores: CSS=42.0, Synergy_ZIP=-2.40, Synergy_Bliss=-9.73, Synergy_Loewe=-20.0, Synergy_HSA=-9.99. (6) Drug 1: C1CC(=O)NC(=O)C1N2CC3=C(C2=O)C=CC=C3N. Drug 2: CN(C(=O)NC(C=O)C(C(C(CO)O)O)O)N=O. Cell line: U251. Synergy scores: CSS=13.6, Synergy_ZIP=-3.18, Synergy_Bliss=5.83, Synergy_Loewe=5.04, Synergy_HSA=5.64. (7) Drug 1: C1=CC(=CC=C1CC(C(=O)O)N)N(CCCl)CCCl.Cl. Drug 2: CC(C)NC(=O)C1=CC=C(C=C1)CNNC.Cl. Cell line: SK-OV-3. Synergy scores: CSS=7.94, Synergy_ZIP=-2.11, Synergy_Bliss=2.60, Synergy_Loewe=-0.0249, Synergy_HSA=0.148. (8) Drug 1: CC1=C(C=C(C=C1)NC2=NC=CC(=N2)N(C)C3=CC4=NN(C(=C4C=C3)C)C)S(=O)(=O)N.Cl. Drug 2: CN1CCC(CC1)COC2=C(C=C3C(=C2)N=CN=C3NC4=C(C=C(C=C4)Br)F)OC. Cell line: IGROV1. Synergy scores: CSS=48.0, Synergy_ZIP=1.85, Synergy_Bliss=4.70, Synergy_Loewe=-24.8, Synergy_HSA=4.96.